Dataset: Reaction yield outcomes from USPTO patents with 853,638 reactions. Task: Predict the reaction yield, written as a fraction of the theoretical maximum amount of product (1.0 means a 100% yield; for example, 0.34 means a 34% yield). (1) The reactants are ClCC[CH2:4][CH2:5][CH:6]([C:27]1[CH:32]=[CH:31][C:30]([F:33])=[C:29]([O:34][C:35]([F:38])([F:37])[F:36])[CH:28]=1)[C:7]([NH:9][NH:10][C:11](=O)[C:12]1[CH:17]=[CH:16][C:15]([C:18]2[O:22][C:21]([CH3:23])=[N:20][CH:19]=2)=[C:14]([O:24][CH3:25])[CH:13]=1)=[O:8].C1(P(C2C=CC=CC=2)C2C=CC=CC=2)C=CC=CC=1.[C:58](Cl)(Cl)(Cl)[Cl:59]. The catalyst is C(#N)C. The product is [Cl:59][CH2:58][CH2:4][CH2:5][CH:6]([C:7]1[O:8][C:11]([C:12]2[CH:17]=[CH:16][C:15]([C:18]3[O:22][C:21]([CH3:23])=[N:20][CH:19]=3)=[C:14]([O:24][CH3:25])[CH:13]=2)=[N:10][N:9]=1)[C:27]1[CH:32]=[CH:31][C:30]([F:33])=[C:29]([O:34][C:35]([F:37])([F:38])[F:36])[CH:28]=1. The yield is 0.550. (2) The reactants are C[O:2][C:3](=[O:24])[CH:4]([N:11]1[C:19]2[C:14](=[CH:15][C:16]([O:20][CH3:21])=[CH:17][CH:18]=2)[C:13](=[O:22])[C:12]1=[O:23])[CH2:5][CH:6]1[CH2:10][CH2:9][CH2:8][CH2:7]1.O.[OH-].[Li+]. The catalyst is O1CCCC1.O. The product is [CH:6]1([CH2:5][CH:4]([N:11]2[C:19]3[C:14](=[CH:15][C:16]([O:20][CH3:21])=[CH:17][CH:18]=3)[C:13](=[O:22])[C:12]2=[O:23])[C:3]([OH:24])=[O:2])[CH2:10][CH2:9][CH2:8][CH2:7]1. The yield is 0.900. (3) The reactants are [CH2:1]([O:3][C:4](=[O:22])[CH2:5][C:6]1[N:7]([C:15]([O:17][C:18]([CH3:21])([CH3:20])[CH3:19])=[O:16])[C:8]2[C:13]([CH:14]=1)=[CH:12][CH:11]=[CH:10][CH:9]=2)[CH3:2].[CH3:23][Si](C)(C)N[Si](C)(C)C.[K].CI. The catalyst is C1COCC1. The product is [CH2:1]([O:3][C:4](=[O:22])[CH:5]([C:6]1[N:7]([C:15]([O:17][C:18]([CH3:21])([CH3:20])[CH3:19])=[O:16])[C:8]2[C:13]([CH:14]=1)=[CH:12][CH:11]=[CH:10][CH:9]=2)[CH3:23])[CH3:2]. The yield is 0.880. (4) The reactants are [CH2:1]([O:3][C:4](=[O:10])[CH2:5][CH2:6][C:7]([Br:9])=[CH2:8])[CH3:2].[CH:11]([Br:14])(Br)[Br:12].[Br-].[Br-].C([N+](C)(C)CC[N+](CC1C=CC=CC=1)(C)C)C1C=CC=CC=1.[OH-].[K+]. The catalyst is C(Cl)Cl. The product is [CH2:1]([O:3][C:4](=[O:10])[CH2:5][CH2:6][C:7]1([Br:9])[CH2:8][C:11]1([Br:14])[Br:12])[CH3:2]. The yield is 0.663. (5) The reactants are [O:1]=[C:2]1[NH:6][CH2:5][CH2:4][N:3]1[C:7]1[CH:16]=[CH:15][C:10]([C:11]([O:13][CH3:14])=[O:12])=[CH:9][CH:8]=1.[H-].[Na+].Br[CH2:20][C:21]1[CH:26]=[CH:25][C:24]([C:27]([CH3:30])([CH3:29])[CH3:28])=[CH:23][CH:22]=1. The catalyst is CN(C)C=O. The product is [C:27]([C:24]1[CH:23]=[CH:22][C:21]([CH2:20][N:6]2[CH2:5][CH2:4][N:3]([C:7]3[CH:8]=[CH:9][C:10]([C:11]([O:13][CH3:14])=[O:12])=[CH:15][CH:16]=3)[C:2]2=[O:1])=[CH:26][CH:25]=1)([CH3:30])([CH3:28])[CH3:29]. The yield is 0.810.